This data is from NCI-60 drug combinations with 297,098 pairs across 59 cell lines. The task is: Regression. Given two drug SMILES strings and cell line genomic features, predict the synergy score measuring deviation from expected non-interaction effect. (1) Drug 1: CC1OCC2C(O1)C(C(C(O2)OC3C4COC(=O)C4C(C5=CC6=C(C=C35)OCO6)C7=CC(=C(C(=C7)OC)O)OC)O)O. Drug 2: C1=NC(=NC(=O)N1C2C(C(C(O2)CO)O)O)N. Synergy scores: CSS=24.6, Synergy_ZIP=-7.45, Synergy_Bliss=-1.92, Synergy_Loewe=-2.81, Synergy_HSA=-0.755. Cell line: NCI-H522. (2) Drug 1: CN1CCC(CC1)COC2=C(C=C3C(=C2)N=CN=C3NC4=C(C=C(C=C4)Br)F)OC. Drug 2: CC12CCC3C(C1CCC2=O)CC(=C)C4=CC(=O)C=CC34C. Cell line: PC-3. Synergy scores: CSS=34.6, Synergy_ZIP=2.47, Synergy_Bliss=5.04, Synergy_Loewe=2.56, Synergy_HSA=6.47. (3) Drug 1: CCCS(=O)(=O)NC1=C(C(=C(C=C1)F)C(=O)C2=CNC3=C2C=C(C=N3)C4=CC=C(C=C4)Cl)F. Drug 2: CC1=C2C(C(=O)C3(C(CC4C(C3C(C(C2(C)C)(CC1OC(=O)C(C(C5=CC=CC=C5)NC(=O)C6=CC=CC=C6)O)O)OC(=O)C7=CC=CC=C7)(CO4)OC(=O)C)O)C)OC(=O)C. Cell line: SN12C. Synergy scores: CSS=46.9, Synergy_ZIP=-0.345, Synergy_Bliss=-2.63, Synergy_Loewe=-67.4, Synergy_HSA=-4.17. (4) Drug 1: CS(=O)(=O)C1=CC(=C(C=C1)C(=O)NC2=CC(=C(C=C2)Cl)C3=CC=CC=N3)Cl. Drug 2: CCC1=C2CN3C(=CC4=C(C3=O)COC(=O)C4(CC)O)C2=NC5=C1C=C(C=C5)O. Cell line: UACC-257. Synergy scores: CSS=24.2, Synergy_ZIP=-5.20, Synergy_Bliss=2.54, Synergy_Loewe=-15.9, Synergy_HSA=0.579. (5) Drug 1: COC1=NC(=NC2=C1N=CN2C3C(C(C(O3)CO)O)O)N. Drug 2: C1=NC(=NC(=O)N1C2C(C(C(O2)CO)O)O)N. Cell line: 786-0. Synergy scores: CSS=19.6, Synergy_ZIP=-5.47, Synergy_Bliss=2.13, Synergy_Loewe=-7.38, Synergy_HSA=1.11. (6) Drug 1: CCN(CC)CCCC(C)NC1=C2C=C(C=CC2=NC3=C1C=CC(=C3)Cl)OC. Drug 2: C1C(C(OC1N2C=NC(=NC2=O)N)CO)O. Cell line: OVCAR-5. Synergy scores: CSS=3.78, Synergy_ZIP=-6.77, Synergy_Bliss=1.26, Synergy_Loewe=-1.55, Synergy_HSA=-1.84. (7) Drug 1: C1CC(C1)(C(=O)O)C(=O)O.[NH2-].[NH2-].[Pt+2]. Drug 2: C(CC(=O)O)C(=O)CN.Cl. Cell line: NCI-H226. Synergy scores: CSS=5.18, Synergy_ZIP=0.341, Synergy_Bliss=1.65, Synergy_Loewe=-2.97, Synergy_HSA=-2.93.